Task: Predict the reactants needed to synthesize the given product.. Dataset: Full USPTO retrosynthesis dataset with 1.9M reactions from patents (1976-2016) (1) Given the product [NH2:25][C:24]1[C:21]2[C:20](=[N:19][C:18]([C:15]3[CH:16]=[CH:17][C:12]([NH:11][S:8]([C:6]4[CH:7]=[C:2]([Cl:1])[CH:3]=[CH:4][C:5]=4[F:27])(=[O:10])=[O:9])=[CH:13][CH:14]=3)=[CH:23][N:22]=2)[NH:29][N:28]=1, predict the reactants needed to synthesize it. The reactants are: [Cl:1][C:2]1[CH:3]=[CH:4][C:5]([F:27])=[C:6]([S:8]([NH:11][C:12]2[CH:17]=[CH:16][C:15]([C:18]3[CH:23]=[N:22][C:21]([C:24]#[N:25])=[C:20](Cl)[N:19]=3)=[CH:14][CH:13]=2)(=[O:10])=[O:9])[CH:7]=1.[NH2:28][NH2:29]. (2) Given the product [CH2:1]([N:6]1[C:14]2[N:13]=[CH:12][NH:11][C:10]=2[C:9](=[O:15])[NH:8]/[C:7]/1=[N:17]\[NH2:18])[CH2:2][CH2:3][CH2:4][CH3:5], predict the reactants needed to synthesize it. The reactants are: [CH2:1]([N:6]1[C:14]2[N:13]=[CH:12][NH:11][C:10]=2[C:9](=[O:15])[NH:8][C:7]1=S)[CH2:2][CH2:3][CH2:4][CH3:5].[NH2:17][NH2:18]. (3) Given the product [CH:11]1([CH:16]([NH:18][C:7]([C:4]2[S:3][C:2]([NH2:1])=[N:6][CH:5]=2)=[O:9])[CH3:17])[CH2:15][CH2:14][CH2:13][CH2:12]1, predict the reactants needed to synthesize it. The reactants are: [NH2:1][C:2]1[S:3][C:4]([C:7]([OH:9])=O)=[CH:5][N:6]=1.Cl.[CH:11]1([CH:16]([NH2:18])[CH3:17])[CH2:15][CH2:14][CH2:13][CH2:12]1.CN([P+](ON1N=NC2C=CC=CC1=2)(N(C)C)N(C)C)C.F[P-](F)(F)(F)(F)F.C(=O)(O)[O-].[Na+]. (4) Given the product [OH:8][C:9]1[C:14](=[O:15])[CH:13]=[CH:12][N:11]([CH3:16])[C:10]=1[CH2:17][C:18]([F:21])([F:19])[F:20], predict the reactants needed to synthesize it. The reactants are: C([O:8][C:9]1[C:14](=[O:15])[CH:13]=[CH:12][N:11]([CH3:16])[C:10]=1[CH:17](OS(C)(=O)=O)[C:18]([F:21])([F:20])[F:19])C1C=CC=CC=1.[H][H]. (5) Given the product [NH2:8][C:9]1[S:10][C:11]2[C:16]([O:17][CH2:2][CH2:3][NH:4][C:5](=[O:7])[CH3:6])=[N:15][C:14]([S:18][CH2:19][C:20]3[CH:25]=[CH:24][CH:23]=[CH:22][C:21]=3[F:26])=[N:13][C:12]=2[N:27]=1, predict the reactants needed to synthesize it. The reactants are: Cl[CH2:2][CH2:3][NH:4][C:5](=[O:7])[CH3:6].[NH2:8][C:9]1[S:10][C:11]2[C:16](=[O:17])[N:15]=[C:14]([S:18][CH2:19][C:20]3[CH:25]=[CH:24][CH:23]=[CH:22][C:21]=3[F:26])[NH:13][C:12]=2[N:27]=1.[I-].[Na+].